From a dataset of Forward reaction prediction with 1.9M reactions from USPTO patents (1976-2016). Predict the product of the given reaction. Given the reactants Cl.Cl.[NH2:3][CH2:4][CH:5]1[CH2:8][N:7]([C:9]2[C:19]([C:20]#[N:21])=[CH:18][C:12]([C:13]([O:15][CH2:16][CH3:17])=[O:14])=[C:11]([CH3:22])[N:10]=2)[CH2:6]1.[CH2:23]([N:30]=[C:31]=[O:32])[C:24]1[CH:29]=[CH:28][CH:27]=[CH:26][CH:25]=1.CCN(C(C)C)C(C)C, predict the reaction product. The product is: [CH2:23]([NH:30][C:31]([NH:3][CH2:4][CH:5]1[CH2:8][N:7]([C:9]2[C:19]([C:20]#[N:21])=[CH:18][C:12]([C:13]([O:15][CH2:16][CH3:17])=[O:14])=[C:11]([CH3:22])[N:10]=2)[CH2:6]1)=[O:32])[C:24]1[CH:29]=[CH:28][CH:27]=[CH:26][CH:25]=1.